Dataset: TCR-epitope binding with 47,182 pairs between 192 epitopes and 23,139 TCRs. Task: Binary Classification. Given a T-cell receptor sequence (or CDR3 region) and an epitope sequence, predict whether binding occurs between them. (1) The epitope is QYDPVAALF. The TCR CDR3 sequence is CASSRTGGAETQYF. Result: 0 (the TCR does not bind to the epitope). (2) The epitope is LEPLVDLPI. The TCR CDR3 sequence is CASSYTGGLRYGYTF. Result: 0 (the TCR does not bind to the epitope).